This data is from Catalyst prediction with 721,799 reactions and 888 catalyst types from USPTO. The task is: Predict which catalyst facilitates the given reaction. (1) Reactant: [C:1]([C:3]1[CH:4]=[C:5]([CH2:10][CH2:11][C:12]2([OH:25])[CH2:17][CH2:16][N:15](C(OC(C)(C)C)=O)[CH2:14][CH2:13]2)[CH:6]=[CH:7][C:8]=1[F:9])#[N:2].[ClH:26].CCOCC. Product: [Cl-:26].[C:1]([C:3]1[CH:4]=[C:5]([CH2:10][CH2:11][C:12]2([OH:25])[CH2:17][CH2:16][NH2+:15][CH2:14][CH2:13]2)[CH:6]=[CH:7][C:8]=1[F:9])#[N:2]. The catalyst class is: 12. (2) Reactant: [CH:1]([C:3]1[N:8]=[C:7]([C:9]([OH:11])=[O:10])[CH:6]=[CH:5][CH:4]=1)=O.[NH:12]1[CH2:17][CH2:16][CH2:15][CH2:14][CH2:13]1.C(O)(=O)C.C(O[BH-](OC(=O)C)OC(=O)C)(=O)C.[Na+]. Product: [N:12]1([CH2:1][C:3]2[N:8]=[C:7]([C:9]([OH:11])=[O:10])[CH:6]=[CH:5][CH:4]=2)[CH2:17][CH2:16][CH2:15][CH2:14][CH2:13]1. The catalyst class is: 4.